This data is from Peptide-MHC class II binding affinity with 134,281 pairs from IEDB. The task is: Regression. Given a peptide amino acid sequence and an MHC pseudo amino acid sequence, predict their binding affinity value. This is MHC class II binding data. (1) The peptide sequence is AFPLDGDNLFPKV. The MHC is DRB3_0101 with pseudo-sequence DRB3_0101. The binding affinity (normalized) is 0.446. (2) The peptide sequence is EFEPPHAATIRVLAL. The MHC is DRB1_0701 with pseudo-sequence DRB1_0701. The binding affinity (normalized) is 0.373. (3) The peptide sequence is DINVGFKAAVAAAAG. The MHC is HLA-DPA10103-DPB10401 with pseudo-sequence HLA-DPA10103-DPB10401. The binding affinity (normalized) is 0.0816. (4) The peptide sequence is FTQTMKGVERLAVMG. The MHC is HLA-DQA10601-DQB10402 with pseudo-sequence HLA-DQA10601-DQB10402. The binding affinity (normalized) is 0.520. (5) The peptide sequence is ADAGYAPATPAAAGA. The MHC is DRB1_0701 with pseudo-sequence DRB1_0701. The binding affinity (normalized) is 0.231. (6) The peptide sequence is IYHKCDNACIGSIRN. The MHC is DRB1_0901 with pseudo-sequence DRB1_0901. The binding affinity (normalized) is 0.163. (7) The peptide sequence is PKQMLVGGVVLLGAMK. The MHC is DRB1_0701 with pseudo-sequence DRB1_0701. The binding affinity (normalized) is 0.588. (8) The peptide sequence is EKHYFAATQFEPLAA. The MHC is HLA-DQA10501-DQB10301 with pseudo-sequence HLA-DQA10501-DQB10301. The binding affinity (normalized) is 0.352. (9) The peptide sequence is DNEAYEMPSEEGYQD. The MHC is DRB1_0301 with pseudo-sequence DRB1_0301. The binding affinity (normalized) is 0.